Dataset: Forward reaction prediction with 1.9M reactions from USPTO patents (1976-2016). Task: Predict the product of the given reaction. (1) Given the reactants [OH:1][CH2:2][CH2:3][CH2:4][C:5]1[CH:10]=[CH:9][C:8]([OH:11])=[CH:7][CH:6]=1.Br[CH2:13][C:14]1[CH:23]=[CH:22][CH:21]=[CH:20][C:15]=1[C:16]([O:18][CH3:19])=[O:17].C(=O)([O-])[O-].[K+].[K+].C(O)C(N)(CO)CO, predict the reaction product. The product is: [OH:1][CH2:2][CH2:3][CH2:4][C:5]1[CH:6]=[CH:7][C:8]([O:11][CH2:13][C:14]2[CH:23]=[CH:22][CH:21]=[CH:20][C:15]=2[C:16]([O:18][CH3:19])=[O:17])=[CH:9][CH:10]=1. (2) Given the reactants [OH:1][CH2:2][CH2:3][CH2:4][CH2:5][NH:6][S:7]([C:10]1[CH:15]=[CH:14][C:13](Br)=[CH:12][C:11]=1[C:17]([F:20])([F:19])[F:18])(=[O:9])=[O:8].[N+:21]([C:24]1[CH:29]=[CH:28][CH:27]=[CH:26][C:25]=1B(O)O)([O-:23])=[O:22], predict the reaction product. The product is: [OH:1][CH2:2][CH2:3][CH2:4][CH2:5][NH:6][S:7]([C:10]1[CH:15]=[CH:14][C:13]([C:25]2[CH:26]=[CH:27][CH:28]=[CH:29][C:24]=2[N+:21]([O-:23])=[O:22])=[CH:12][C:11]=1[C:17]([F:20])([F:19])[F:18])(=[O:9])=[O:8]. (3) Given the reactants [NH:1]1[C:11]2[C:12]3[CH:3]([CH2:4][C:5](=[O:13])[NH:6][C:7]=3[CH:8]=[CH:9][CH:10]=2)[C:2]1=[O:14], predict the reaction product. The product is: [NH:1]1[C:11]2[C:12]3[C:3](=[CH:4][C:5](=[O:13])[NH:6][C:7]=3[CH:8]=[CH:9][CH:10]=2)[C:2]1=[O:14]. (4) Given the reactants [Li][C:2]1[CH:3]=[CH:4][CH:5]=[CH:6][CH:7]=1.[C:8]1([P:14]([C:25]2[CH:30]=[CH:29][CH:28]=[CH:27][CH:26]=2)[C:15]2[CH:16]=[CH:17][CH:18]=[C:19]3[C:24]=2[N:23]=[CH:22][CH:21]=[CH:20]3)[CH:13]=[CH:12][CH:11]=[CH:10][CH:9]=1.[NH4+].[Cl-], predict the reaction product. The product is: [C:25]1([P:14]([C:8]2[CH:9]=[CH:10][CH:11]=[CH:12][CH:13]=2)[C:15]2[CH:16]=[CH:17][CH:18]=[C:19]3[C:24]=2[NH:23][CH:22]([C:2]2[CH:3]=[CH:4][CH:5]=[CH:6][CH:7]=2)[CH:21]=[CH:20]3)[CH:26]=[CH:27][CH:28]=[CH:29][CH:30]=1.